Dataset: Full USPTO retrosynthesis dataset with 1.9M reactions from patents (1976-2016). Task: Predict the reactants needed to synthesize the given product. (1) Given the product [CH:18]1([NH:21][CH2:11][C:10]2[CH:13]=[CH:14][CH:15]=[C:8]([N:5]3[CH:6]=[CH:7][C:3]([C:2]([F:17])([F:16])[F:1])=[N:4]3)[CH:9]=2)[CH2:20][CH2:19]1, predict the reactants needed to synthesize it. The reactants are: [F:1][C:2]([F:17])([F:16])[C:3]1[CH:7]=[CH:6][N:5]([C:8]2[CH:9]=[C:10]([CH:13]=[CH:14][CH:15]=2)[CH:11]=O)[N:4]=1.[CH:18]1([NH2:21])[CH2:20][CH2:19]1.[BH4-].[Na+]. (2) Given the product [C:1]1([CH:7]2[C:16]([C:17]3[CH:18]=[CH:19][C:20]4[O:25][CH2:24][C:23](=[O:26])[NH:22][C:21]=4[CH:27]=3)=[CH:15][C:14]3[C:9](=[CH:10][C:11]([C:38]4[CH:43]=[CH:42][CH:41]=[CH:40][N:39]=4)=[CH:12][CH:13]=3)[S:8]2)[CH:6]=[CH:5][CH:4]=[CH:3][CH:2]=1, predict the reactants needed to synthesize it. The reactants are: [C:1]1([CH:7]2[C:16]([C:17]3[CH:18]=[CH:19][C:20]4[O:25][CH2:24][C:23](=[O:26])[NH:22][C:21]=4[CH:27]=3)=[CH:15][C:14]3[C:9](=[CH:10][C:11](B4OC(C)(C)C(C)(C)O4)=[CH:12][CH:13]=3)[S:8]2)[CH:6]=[CH:5][CH:4]=[CH:3][CH:2]=1.Br[C:38]1[CH:43]=[CH:42][CH:41]=[CH:40][N:39]=1.C(=O)([O-])[O-].[Cs+].[Cs+].C1COCC1. (3) The reactants are: [CH:1]([NH:4]C(C)C)(C)[CH3:2].[Li+].CCC[CH2-].C(#N)C.[Cl:16][C:17]1[CH:24]=[C:23]([Cl:25])[CH:22]=[CH:21][C:18]=1[C:19]#[N:20]. Given the product [NH2:20][C:19]([C:18]1[CH:21]=[CH:22][C:23]([Cl:25])=[CH:24][C:17]=1[Cl:16])=[CH:2][C:1]#[N:4], predict the reactants needed to synthesize it. (4) The reactants are: [N+:1]([O-:4])([O-])=[O:2].[Na+].[Br:6][C:7]1[CH:12]=[C:11]([CH3:13])[CH:10]=[CH:9][C:8]=1[OH:14]. Given the product [Br:6][C:7]1[CH:12]=[C:11]([CH3:13])[CH:10]=[C:9]([N+:1]([O-:4])=[O:2])[C:8]=1[OH:14], predict the reactants needed to synthesize it.